This data is from M1 muscarinic receptor antagonist screen with 61,756 compounds. The task is: Binary Classification. Given a drug SMILES string, predict its activity (active/inactive) in a high-throughput screening assay against a specified biological target. (1) The compound is O1CCN(C(c2c(O)c3ncccc3cc2)c2ncccc2)CC1. The result is 0 (inactive). (2) The compound is OC(=O)C(C(CC(=O)Nc1nn(cc1)c1ccccc1)C)CC(C)C. The result is 0 (inactive). (3) The compound is Clc1cc(CNC(OC)=O)ccc1Cl. The result is 0 (inactive). (4) The molecule is S(=O)(=O)(n1nc(OC(=O)c2c(OC)c(OC)ccc2)cc1N)c1ccc(cc1)C. The result is 0 (inactive). (5) The drug is O(c1ccc(c2nnc(N3CCCCC3)c3c2cccc3)cc1)CC(=O)N(CC)CC. The result is 1 (active). (6) The drug is s1c(nn2c(nnc12)c1cc(ccc1)C)c1cc(OC)c(OC)cc1. The result is 0 (inactive). (7) The drug is Brc1cc2c(NCCO)ncnc2cc1. The result is 0 (inactive). (8) The drug is S(=O)(=O)(N1CCN(S(=O)(=O)C)C1)c1ccc(cc1)C. The result is 0 (inactive).